This data is from Forward reaction prediction with 1.9M reactions from USPTO patents (1976-2016). The task is: Predict the product of the given reaction. (1) Given the reactants C([O:3][C:4]([C:6]1[C:7]2[N:8]([N:14]=[C:15]([CH2:17][CH3:18])[CH:16]=2)[C:9]([O:12][CH3:13])=[CH:10][CH:11]=1)=[O:5])C.[OH-].[K+], predict the reaction product. The product is: [CH2:17]([C:15]1[CH:16]=[C:7]2[C:6]([C:4]([OH:5])=[O:3])=[CH:11][CH:10]=[C:9]([O:12][CH3:13])[N:8]2[N:14]=1)[CH3:18]. (2) Given the reactants [C:1]([OH:6])(=[O:5])[CH:2]([CH3:4])[CH3:3].O.[C:8](=[O:15])([S:12][CH2:13][CH3:14])[O:9][CH2:10]I, predict the reaction product. The product is: [CH2:13]([S:12][C:8]([O:9][CH2:10][O:5][C:1](=[O:6])[CH:2]([CH3:4])[CH3:3])=[O:15])[CH3:14]. (3) Given the reactants [F:1][C:2]1[CH:7]=[CH:6][C:5]([C:8]2[CH:13]=[CH:12][N:11]=[CH:10][C:9]=2[NH:14][CH2:15][C:16](=[O:19])[CH2:17][CH3:18])=[C:4]([O:20][CH3:21])[CH:3]=1.[F:22][C:23]([F:38])([F:37])[C:24]1[CH:25]=[C:26]([CH:30]=[C:31]([C:33]([F:36])([F:35])[F:34])[N:32]=1)[C:27](O)=[O:28], predict the reaction product. The product is: [F:1][C:2]1[CH:7]=[CH:6][C:5]([C:8]2[CH:13]=[CH:12][N:11]=[CH:10][C:9]=2[N:14]([CH2:15][C:16](=[O:19])[CH2:17][CH3:18])[C:27](=[O:28])[C:26]2[CH:30]=[C:31]([C:33]([F:34])([F:35])[F:36])[N:32]=[C:24]([C:23]([F:38])([F:22])[F:37])[CH:25]=2)=[C:4]([O:20][CH3:21])[CH:3]=1. (4) Given the reactants Br[C:2]1[CH:3]=[C:4]2[C:10]([C:11]3[C:12]([CH3:25])=[N:13][N:14]([CH2:17][C:18]4[CH:23]=[CH:22][CH:21]=[C:20]([F:24])[CH:19]=4)[C:15]=3[CH3:16])=[CH:9][N:8]([S:26]([C:29]3[CH:35]=[CH:34][C:32]([CH3:33])=[CH:31][CH:30]=3)(=[O:28])=[O:27])[C:5]2=[N:6][CH:7]=1.[O:36]1[CH2:41][CH2:40][N:39]([C:42]2[CH:47]=[CH:46][C:45](B3OC(C)(C)C(C)(C)O3)=[CH:44][C:43]=2[NH:57][S:58]([CH3:61])(=[O:60])=[O:59])[CH2:38][CH2:37]1.C(=O)([O-])[O-].[Na+].[Na+], predict the reaction product. The product is: [F:24][C:20]1[CH:19]=[C:18]([CH:23]=[CH:22][CH:21]=1)[CH2:17][N:14]1[C:15]([CH3:16])=[C:11]([C:10]2[C:4]3[C:5](=[N:6][CH:7]=[C:2]([C:45]4[CH:46]=[CH:47][C:42]([N:39]5[CH2:38][CH2:37][O:36][CH2:41][CH2:40]5)=[C:43]([NH:57][S:58]([CH3:61])(=[O:59])=[O:60])[CH:44]=4)[CH:3]=3)[N:8]([S:26]([C:29]3[CH:30]=[CH:31][C:32]([CH3:33])=[CH:34][CH:35]=3)(=[O:28])=[O:27])[CH:9]=2)[C:12]([CH3:25])=[N:13]1. (5) Given the reactants C(Cl)(Cl)(Cl)Cl.[C:6]([NH:9][NH:10][C:11](=[O:20])[C:12]1[CH:17]=[C:16]([Br:18])[CH:15]=[N:14][C:13]=1[NH2:19])(=O)[CH3:7].C1(P(C2C=CC=CC=2)C2C=CC=CC=2)C=CC=CC=1.C1CCN2C(=NCCC2)CC1, predict the reaction product. The product is: [Br:18][C:16]1[CH:17]=[C:12]([C:11]2[O:20][C:6]([CH3:7])=[N:9][N:10]=2)[C:13]([NH2:19])=[N:14][CH:15]=1. (6) Given the reactants [Br:1][C:2]1[CH:13]=[N:12][C:5]2[NH:6][C:7](=O)[CH2:8][O:9][CH2:10][C:4]=2[CH:3]=1, predict the reaction product. The product is: [Br:1][C:2]1[CH:13]=[N:12][C:5]2[NH:6][CH2:7][CH2:8][O:9][CH2:10][C:4]=2[CH:3]=1.